From a dataset of Full USPTO retrosynthesis dataset with 1.9M reactions from patents (1976-2016). Predict the reactants needed to synthesize the given product. (1) Given the product [Br:19][CH2:18][CH2:17][CH2:16][CH2:15][CH2:14][C:3]1([CH2:1][CH3:2])[C:11]2[C:6](=[CH:7][CH:8]=[CH:9][CH:10]=2)[NH:5][C:4]1=[O:12], predict the reactants needed to synthesize it. The reactants are: [CH2:1]([CH:3]1[C:11]2[C:6](=[CH:7][CH:8]=[CH:9][CH:10]=2)[NH:5][C:4]1=[O:12])[CH3:2].Br[CH2:14][CH2:15][CH2:16][CH2:17][CH2:18][Br:19]. (2) The reactants are: [I:1][C:2]1[CH:3]=[C:4]([OH:8])[CH:5]=[CH:6][CH:7]=1.[O:9]1[CH:14]=[CH:13][CH2:12][CH2:11][CH2:10]1. Given the product [I:1][C:2]1[CH:3]=[C:4]([CH:5]=[CH:6][CH:7]=1)[O:8][CH:10]1[CH2:11][CH2:12][CH2:13][CH2:14][O:9]1, predict the reactants needed to synthesize it. (3) Given the product [N:10]([CH2:9][C:8]1[C:11]([O:17][CH3:18])=[CH:12][C:13]([O:15][CH3:16])=[CH:14][C:7]=1[O:6][CH3:5])=[C:1]=[S:2], predict the reactants needed to synthesize it. The reactants are: [C:1](Cl)(Cl)=[S:2].[CH3:5][O:6][C:7]1[CH:14]=[C:13]([O:15][CH3:16])[CH:12]=[C:11]([O:17][CH3:18])[C:8]=1[CH2:9][NH2:10].[OH-].[Na+]. (4) Given the product [CH2:1]([C:3]1[CH:7]=[C:6]([CH2:8][CH3:9])[N:5]([C:10]2[CH:23]=[CH:22][C:13]([NH2:14])=[CH:12][C:11]=2[CH3:24])[N:4]=1)[CH3:2], predict the reactants needed to synthesize it. The reactants are: [CH2:1]([C:3]1[CH:7]=[C:6]([CH2:8][CH3:9])[N:5]([C:10]2[CH:23]=[CH:22][C:13]([NH:14]CC3C=CC=CC=3)=[CH:12][C:11]=2[CH3:24])[N:4]=1)[CH3:2].[H][H]. (5) The reactants are: C1(O[C:8](=[O:30])[NH:9][C:10]2[S:14][N:13]=[C:12]([O:15][CH2:16][C:17]3[C:22]([F:23])=[CH:21][C:20]([CH3:24])=[C:19]([F:25])[C:18]=3[F:26])[C:11]=2[C:27](=[O:29])[NH2:28])C=CC=CC=1.[N:31]1([CH2:36][CH2:37][CH2:38][CH2:39][NH2:40])[CH2:35][CH2:34][CH2:33][CH2:32]1. Given the product [N:31]1([CH2:36][CH2:37][CH2:38][CH2:39][NH:40][C:8](=[O:30])[NH:9][C:10]2[S:14][N:13]=[C:12]([O:15][CH2:16][C:17]3[C:22]([F:23])=[CH:21][C:20]([CH3:24])=[C:19]([F:25])[C:18]=3[F:26])[C:11]=2[C:27]([NH2:28])=[O:29])[CH2:35][CH2:34][CH2:33][CH2:32]1, predict the reactants needed to synthesize it. (6) Given the product [Br:43][CH2:44][CH2:45][CH2:46][CH2:47][CH2:48][CH2:49][CH2:50][C:51]([NH:2][C:3]1[CH:4]=[CH:5][C:6]([C:9]([NH:11][CH2:12][C:13]2[C:14]([NH:26][CH:27]3[CH2:28][CH2:29][N:30]([C:33]([NH2:35])=[O:34])[CH2:31][CH2:32]3)=[C:15]3[CH:23]=[N:22][N:21]([CH2:24][CH3:25])[C:16]3=[N:17][C:18]=2[CH2:19][CH3:20])=[O:10])=[CH:7][CH:8]=1)=[O:52], predict the reactants needed to synthesize it. The reactants are: Cl.[NH2:2][C:3]1[CH:8]=[CH:7][C:6]([C:9]([NH:11][CH2:12][C:13]2[C:14]([NH:26][CH:27]3[CH2:32][CH2:31][N:30]([C:33]([NH2:35])=[O:34])[CH2:29][CH2:28]3)=[C:15]3[CH:23]=[N:22][N:21]([CH2:24][CH3:25])[C:16]3=[N:17][C:18]=2[CH2:19][CH3:20])=[O:10])=[CH:5][CH:4]=1.C(N(CC)CC)C.[Br:43][CH2:44][CH2:45][CH2:46][CH2:47][CH2:48][CH2:49][CH2:50][C:51](Cl)=[O:52].O. (7) Given the product [OH:2][C:3]1[C:4]2[C:5]3[C:6]([C:25](=[O:35])[N:26]([C:28]4[CH:33]=[CH:32][CH:31]=[CH:30][C:29]=4[CH3:34])[N:27]=3)=[CH:7][N:8]([CH2:13][C:14]3[CH:19]=[CH:18][C:17]([N:20]4[CH:24]=[CH:23][CH:22]=[N:21]4)=[CH:16][CH:15]=3)[C:9]=2[CH:10]=[CH:11][CH:12]=1, predict the reactants needed to synthesize it. The reactants are: C[O:2][C:3]1[C:4]2[C:5]3[C:6]([C:25](=[O:35])[N:26]([C:28]4[CH:33]=[CH:32][CH:31]=[CH:30][C:29]=4[CH3:34])[N:27]=3)=[CH:7][N:8]([CH2:13][C:14]3[CH:19]=[CH:18][C:17]([N:20]4[CH:24]=[CH:23][CH:22]=[N:21]4)=[CH:16][CH:15]=3)[C:9]=2[CH:10]=[CH:11][CH:12]=1.B(Br)(Br)Br.C(=O)(O)[O-].[Na+]. (8) Given the product [CH3:39][C@H:34]1[CH2:35][O:36][CH2:37][CH2:38][N:33]1[C:23]1[N:24]=[C:25]([N:26]2[CH2:31][CH2:30][O:29][CH2:28][C@@H:27]2[CH3:32])[C:20]2[CH:19]=[CH:18][C:17]([C:15]3[CH:14]=[CH:13][C:12]([O:41][CH3:42])=[C:11]([CH2:10][OH:9])[CH:16]=3)=[N:40][C:21]=2[N:22]=1, predict the reactants needed to synthesize it. The reactants are: [OH-].[K+].C([O:9][CH2:10][C:11]1[CH:16]=[C:15]([C:17]2[CH:18]=[CH:19][C:20]3[C:25]([N:26]4[CH2:31][CH2:30][O:29][CH2:28][C@@H:27]4[CH3:32])=[N:24][C:23]([N:33]4[CH2:38][CH2:37][O:36][CH2:35][C@@H:34]4[CH3:39])=[N:22][C:21]=3[N:40]=2)[CH:14]=[CH:13][C:12]=1[O:41][CH3:42])(=O)C(C)(C)C.